This data is from Full USPTO retrosynthesis dataset with 1.9M reactions from patents (1976-2016). The task is: Predict the reactants needed to synthesize the given product. Given the product [NH2:35][C:32]1[N:33]=[CH:34][C:29]([C:2]2[N:3]=[C:4]([N:15]3[CH2:20][CH2:19][O:18][CH2:17][CH2:16]3)[C:5]3[CH:10]=[C:9]([C:11]([OH:14])([CH3:13])[CH3:12])[O:8][C:6]=3[N:7]=2)=[CH:30][N:31]=1, predict the reactants needed to synthesize it. The reactants are: Cl[C:2]1[N:3]=[C:4]([N:15]2[CH2:20][CH2:19][O:18][CH2:17][CH2:16]2)[C:5]2[CH:10]=[C:9]([C:11]([OH:14])([CH3:13])[CH3:12])[O:8][C:6]=2[N:7]=1.CC1(C)C(C)(C)OB([C:29]2[CH:30]=[N:31][C:32]([NH2:35])=[N:33][CH:34]=2)O1.CC([O-])=O.[K+].C(#N)C.